This data is from Reaction yield outcomes from USPTO patents with 853,638 reactions. The task is: Predict the reaction yield, written as a fraction of the theoretical maximum amount of product (1.0 means a 100% yield; for example, 0.34 means a 34% yield). (1) The reactants are Br[C:2]1[CH:7]=[CH:6][CH:5]=[C:4]([Br:8])[CH:3]=1.[C:9]([O-:12])([O-])=O.[Na+].[Na+].[C:15]1(C)[CH:20]=[CH:19][CH:18]=[CH:17][CH:16]=1. The catalyst is C1C=CC([P]([Pd]([P](C2C=CC=CC=2)(C2C=CC=CC=2)C2C=CC=CC=2)([P](C2C=CC=CC=2)(C2C=CC=CC=2)C2C=CC=CC=2)[P](C2C=CC=CC=2)(C2C=CC=CC=2)C2C=CC=CC=2)(C2C=CC=CC=2)C2C=CC=CC=2)=CC=1.C(O)C. The product is [Br:8][C:4]1[CH:3]=[C:2]([C:15]2[CH:20]=[CH:19][CH:18]=[CH:17][C:16]=2[O:12][CH3:9])[CH:7]=[CH:6][CH:5]=1. The yield is 0.578. (2) The reactants are [C:1]([C:3]1[C:4]([C:9]2[CH:14]=[CH:13][CH:12]=[CH:11][CH:10]=2)=[N:5][O:6][C:7]=1[CH3:8])#[CH:2].I[C:16]1[C:20]([CH3:21])=[CH:19][NH:18][N:17]=1. No catalyst specified. The product is [CH3:8][C:7]1[O:6][N:5]=[C:4]([C:9]2[CH:14]=[CH:13][CH:12]=[CH:11][CH:10]=2)[C:3]=1[C:1]#[C:2][C:16]1[C:20]([CH3:21])=[CH:19][NH:18][N:17]=1. The yield is 0.530. (3) The reactants are [CH2:1]([C:4]1([CH2:29][CH:30]=[CH2:31])[C:27](=[O:28])[N:7]2[CH2:8][CH2:9][N:10](C(OC(C)(C)C)=O)[C@@H:11]([C:12]3[CH:17]=[CH:16][CH:15]=[C:14]([CH3:18])[C:13]=3[CH3:19])[CH:6]2[CH2:5]1)[CH:2]=[CH2:3].Cl.CO.[OH-].[Na+]. The catalyst is CO. The product is [CH2:29]([C:4]1([CH2:1][CH:2]=[CH2:3])[C:27](=[O:28])[N:7]2[CH2:8][CH2:9][NH:10][C@@H:11]([C:12]3[CH:17]=[CH:16][CH:15]=[C:14]([CH3:18])[C:13]=3[CH3:19])[C@@H:6]2[CH2:5]1)[CH:30]=[CH2:31]. The yield is 0.950.